Dataset: Forward reaction prediction with 1.9M reactions from USPTO patents (1976-2016). Task: Predict the product of the given reaction. (1) Given the reactants Cl[C:2]1[N:3]=[C:4]([NH2:41])[C:5]2[N:6]=[CH:7][N:8]([C:39]=2[N:40]=1)[C@@H:9]1[O:38][C@H:28]([CH2:29][O:30][Si:31]([C:34]([CH3:37])([CH3:36])[CH3:35])([CH3:33])[CH3:32])[C@@H:19]([O:20][Si:21]([C:24]([CH3:27])([CH3:26])[CH3:25])([CH3:23])[CH3:22])[C@H:10]1[O:11][Si:12]([C:15]([CH3:18])([CH3:17])[CH3:16])([CH3:14])[CH3:13].[S:42]1[CH:46]=[CH:45][CH:44]=[C:43]1[CH2:47][CH2:48][OH:49].[H-].[Na+], predict the reaction product. The product is: [S:42]1[CH:46]=[CH:45][CH:44]=[C:43]1[CH2:47][CH2:48][O:49][C:2]1[N:3]=[C:4]([NH2:41])[C:5]2[N:6]=[CH:7][N:8]([C:39]=2[N:40]=1)[C@@H:9]1[O:38][C@H:28]([CH2:29][O:30][Si:31]([C:34]([CH3:37])([CH3:36])[CH3:35])([CH3:33])[CH3:32])[C@@H:19]([O:20][Si:21]([C:24]([CH3:27])([CH3:26])[CH3:25])([CH3:23])[CH3:22])[C@H:10]1[O:11][Si:12]([C:15]([CH3:18])([CH3:17])[CH3:16])([CH3:14])[CH3:13]. (2) Given the reactants [C:1]([N:4]1[C:13]2[C:8](=[CH:9][C:10]([F:14])=[CH:11][CH:12]=2)[CH:7]([NH:15][C:16]2[CH:21]=[CH:20][C:19]([C:22]([O:24]CC)=[O:23])=[CH:18][CH:17]=2)[CH2:6][CH:5]1[CH3:27])(=[O:3])[CH3:2].[OH-].[Na+], predict the reaction product. The product is: [C:1]([N:4]1[C:13]2[C:8](=[CH:9][C:10]([F:14])=[CH:11][CH:12]=2)[CH:7]([NH:15][C:16]2[CH:21]=[CH:20][C:19]([C:22]([OH:24])=[O:23])=[CH:18][CH:17]=2)[CH2:6][CH:5]1[CH3:27])(=[O:3])[CH3:2]. (3) Given the reactants [CH2:1]([O:3][C:4](=[O:17])[C:5]1[CH:10]=[CH:9][CH:8]=[C:7]([S:11][CH2:12][C:13](=O)[CH3:14])[C:6]=1[F:16])[CH3:2].Cl.[Cl:19][C:20]1[C:21]([F:28])=[C:22]([NH:26]N)[CH:23]=[CH:24][CH:25]=1, predict the reaction product. The product is: [CH2:1]([O:3][C:4](=[O:17])[C:5]1[CH:10]=[CH:9][CH:8]=[C:7]([S:11][C:12]2[C:23]3[C:22](=[C:21]([F:28])[C:20]([Cl:19])=[CH:25][CH:24]=3)[NH:26][C:13]=2[CH3:14])[C:6]=1[F:16])[CH3:2]. (4) The product is: [Cl:19][C:20]1[CH:27]=[C:26]([OH:28])[CH:25]=[CH:24][C:21]=1[CH:22]=[CH:15][C:14]([C:12]1[S:13][C:9]([C:6]2[CH:5]=[CH:4][C:3]([C:2]([F:17])([F:1])[F:18])=[CH:8][CH:7]=2)=[CH:10][CH:11]=1)=[O:16]. Given the reactants [F:1][C:2]([F:18])([F:17])[C:3]1[CH:8]=[CH:7][C:6]([C:9]2[S:13][C:12]([C:14](=[O:16])[CH3:15])=[CH:11][CH:10]=2)=[CH:5][CH:4]=1.[Cl:19][C:20]1[CH:27]=[C:26]([OH:28])[CH:25]=[CH:24][C:21]=1[CH:22]=O, predict the reaction product. (5) Given the reactants [H-].[Na+].[CH2:3]([OH:10])[C:4]1[CH:9]=[CH:8][CH:7]=[CH:6][CH:5]=1.[O:11]1[C:16]2[CH:17]=[CH:18][C:19]([C:21]3[C:26](F)=[CH:25][CH:24]=[C:23]([C:28]([F:31])([F:30])[F:29])[C:22]=3[C:32](=[O:37])[C:33]([O:35][CH3:36])=[O:34])=[CH:20][C:15]=2[CH2:14][CH2:13][CH2:12]1.Cl.C[Si](C=[N+]=[N-])(C)C.C(OCC)C, predict the reaction product. The product is: [CH2:3]([O:10][C:26]1[C:21]([C:19]2[CH:18]=[CH:17][C:16]3[O:11][CH2:12][CH2:13][CH2:14][C:15]=3[CH:20]=2)=[C:22]([C:32](=[O:37])[C:33]([O:35][CH3:36])=[O:34])[C:23]([C:28]([F:29])([F:30])[F:31])=[CH:24][CH:25]=1)[C:4]1[CH:9]=[CH:8][CH:7]=[CH:6][CH:5]=1.